From a dataset of Full USPTO retrosynthesis dataset with 1.9M reactions from patents (1976-2016). Predict the reactants needed to synthesize the given product. (1) Given the product [CH2:39]([O:38][C:36](=[O:37])[O:1][CH2:2][C:3]([N:5]1[CH2:10][CH:9]2[C:7]([C:11]3[CH:16]=[CH:15][C:14]([N:17]4[CH2:21][C@H:20]([CH2:22][NH:23][C:24](=[O:26])[CH3:25])[O:19][C:18]4=[O:27])=[CH:13][CH:12]=3)([CH2:8]2)[CH2:6]1)=[O:4])[CH3:40], predict the reactants needed to synthesize it. The reactants are: [OH:1][CH2:2][C:3]([N:5]1[CH2:10][CH:9]2[C:7]([C:11]3[CH:16]=[CH:15][C:14]([N:17]4[CH2:21][C@H:20]([CH2:22][NH:23][C:24](=[O:26])[CH3:25])[O:19][C:18]4=[O:27])=[CH:13][CH:12]=3)([CH2:8]2)[CH2:6]1)=[O:4].C(N(CC)CC)C.Cl[C:36]([O:38][CH2:39][CH3:40])=[O:37]. (2) Given the product [OH:3][NH:2][C:9](=[NH:17])[CH2:10][CH2:11][CH2:12][CH2:13][CH2:14][CH2:15][CH3:16], predict the reactants needed to synthesize it. The reactants are: Cl.[NH2:2][OH:3].C(=O)(O)[O-].[Na+].[C:9](#[N:17])[CH2:10][CH2:11][CH2:12][CH2:13][CH2:14][CH2:15][CH3:16].C1(C)C=CC=CC=1.